Dataset: Reaction yield outcomes from USPTO patents with 853,638 reactions. Task: Predict the reaction yield, written as a fraction of the theoretical maximum amount of product (1.0 means a 100% yield; for example, 0.34 means a 34% yield). (1) The reactants are [C:1]([NH:9][C:10]([N:12]1[C:16]2([C:30]3[CH:35]=[CH:34][CH:33]=[C:32]([Br:36])[CH:31]=3)[CH2:17][N:18]([C:20]([O:22][CH2:23][C:24]3[CH:29]=[CH:28][CH:27]=[CH:26][CH:25]=3)=[O:21])[CH2:19][CH:15]2[CH2:14]O1)=[S:11])(=[O:8])[C:2]1[CH:7]=[CH:6][CH:5]=[CH:4][CH:3]=1.ClC(N(C)C)=C(C)C. The catalyst is C(O)(=O)C.[Zn]. The product is [C:1]([NH:9][C:10]1[S:11][CH2:14][CH:15]2[CH2:19][N:18]([C:20]([O:22][CH2:23][C:24]3[CH:25]=[CH:26][CH:27]=[CH:28][CH:29]=3)=[O:21])[CH2:17][C:16]2([C:30]2[CH:35]=[CH:34][CH:33]=[C:32]([Br:36])[CH:31]=2)[N:12]=1)(=[O:8])[C:2]1[CH:7]=[CH:6][CH:5]=[CH:4][CH:3]=1. The yield is 1.00. (2) The reactants are [C:1]1(P(C2C=CC=CC=2)C2C=CC=CC=2)[CH:6]=CC=C[CH:2]=1.N(C(OCC)=O)=NC(OCC)=O.C1(C)C=CC=CC=1.[CH:39]([O:42][C:43]([N:45]1[C:54]2[C:49](=[CH:50][C:51]([C:55]([F:58])([F:57])[F:56])=[CH:52][CH:53]=2)[C@@H:48]([N:59]([CH2:65][C:66]2[CH:71]=[C:70]([C:72]([F:75])([F:74])[F:73])[CH:69]=[C:68]([C:76]([F:79])([F:78])[F:77])[CH:67]=2)[C:60]2[NH:64][N:63]=[N:62][N:61]=2)[CH2:47][C@H:46]1[CH2:80][CH3:81])=[O:44])([CH3:41])[CH3:40].C(O)CC. The catalyst is ClCCl. The product is [CH:39]([O:42][C:43]([N:45]1[C:54]2[C:49](=[CH:50][C:51]([C:55]([F:58])([F:57])[F:56])=[CH:52][CH:53]=2)[C@@H:48]([N:59]([CH2:65][C:66]2[CH:71]=[C:70]([C:72]([F:73])([F:74])[F:75])[CH:69]=[C:68]([C:76]([F:77])([F:78])[F:79])[CH:67]=2)[C:60]2[N:61]=[N:62][N:63]([CH2:2][CH2:1][CH3:6])[N:64]=2)[CH2:47][C@H:46]1[CH2:80][CH3:81])=[O:44])([CH3:41])[CH3:40]. The yield is 0.540. (3) The reactants are [CH2:1]([N:8]1[C:12]2[CH:13]=[C:14]([NH2:17])[CH:15]=[CH:16][C:11]=2[N:10]=[CH:9]1)[C:2]1[CH:7]=[CH:6][CH:5]=[CH:4][CH:3]=1.[Br:18]Br.N.CO.C(Cl)(Cl)Cl. The catalyst is CC(O)=O. The product is [CH2:1]([N:8]1[C:12]2[C:13]([Br:18])=[C:14]([NH2:17])[CH:15]=[CH:16][C:11]=2[N:10]=[CH:9]1)[C:2]1[CH:3]=[CH:4][CH:5]=[CH:6][CH:7]=1. The yield is 0.290.